Task: Regression. Given two drug SMILES strings and cell line genomic features, predict the synergy score measuring deviation from expected non-interaction effect.. Dataset: NCI-60 drug combinations with 297,098 pairs across 59 cell lines Drug 1: C1C(C(OC1N2C=C(C(=O)NC2=O)F)CO)O. Drug 2: C1=NC2=C(N=C(N=C2N1C3C(C(C(O3)CO)O)F)Cl)N. Cell line: DU-145. Synergy scores: CSS=24.2, Synergy_ZIP=-4.26, Synergy_Bliss=5.15, Synergy_Loewe=-11.7, Synergy_HSA=-3.15.